Task: Predict the reactants needed to synthesize the given product.. Dataset: Full USPTO retrosynthesis dataset with 1.9M reactions from patents (1976-2016) (1) Given the product [C:9]1([C:4]2[N:5]=[CH:6][C:7]3[O:8][CH2:22][CH2:23][NH:1][C:2]=3[N:3]=2)[CH:14]=[CH:13][CH:12]=[CH:11][CH:10]=1, predict the reactants needed to synthesize it. The reactants are: [NH2:1][C:2]1[C:7]([OH:8])=[CH:6][N:5]=[C:4]([C:9]2[CH:14]=[CH:13][CH:12]=[CH:11][CH:10]=2)[N:3]=1.C(=O)([O-])[O-].[K+].[K+].Br[CH2:22][CH2:23]Br.O. (2) The reactants are: [C:1]([O:5][C:6](=[O:26])[NH:7][CH2:8][CH2:9][CH2:10][CH2:11][C@H:12]([NH:15][C:16]([O:18][CH2:19][C:20]1[CH:25]=[CH:24][CH:23]=[CH:22][CH:21]=1)=[O:17])[CH2:13][OH:14])([CH3:4])([CH3:3])[CH3:2].CC(OI1(OC(C)=O)(OC(C)=O)OC(=O)C2C=CC=CC1=2)=O.C([O-])(O)=O.[Na+].[O-]S([O-])(=S)=O.[Na+].[Na+]. Given the product [C:1]([O:5][C:6](=[O:26])[NH:7][CH2:8][CH2:9][CH2:10][CH2:11][C@H:12]([NH:15][C:16]([O:18][CH2:19][C:20]1[CH:25]=[CH:24][CH:23]=[CH:22][CH:21]=1)=[O:17])[CH:13]=[O:14])([CH3:4])([CH3:2])[CH3:3], predict the reactants needed to synthesize it. (3) Given the product [CH3:1][O:2][C:3](=[O:19])[CH:4]([O:16][CH2:17][CH3:18])[CH2:5][C:6]1[C:11]2[S:12][CH:13]=[CH:14][C:10]=2[C:9]([O:15][CH2:33][CH2:32][C:30]2[N:31]=[C:27]([C:24]3[CH:25]=[CH:26][C:21]([F:20])=[CH:22][CH:23]=3)[O:28][C:29]=2[CH3:35])=[CH:8][CH:7]=1, predict the reactants needed to synthesize it. The reactants are: [CH3:1][O:2][C:3](=[O:19])[CH:4]([O:16][CH2:17][CH3:18])[CH2:5][C:6]1[C:11]2[S:12][CH:13]=[CH:14][C:10]=2[C:9]([OH:15])=[CH:8][CH:7]=1.[F:20][C:21]1[CH:26]=[CH:25][C:24]([C:27]2[O:28][C:29]([CH3:35])=[C:30]([CH2:32][CH2:33]O)[N:31]=2)=[CH:23][CH:22]=1.C1(P(C2C=CC=CC=2)C2C=CC=CC=2)C=CC=CC=1.N(C(OCC)=O)=NC(OCC)=O.